From a dataset of Experimentally validated miRNA-target interactions with 360,000+ pairs, plus equal number of negative samples. Binary Classification. Given a miRNA mature sequence and a target amino acid sequence, predict their likelihood of interaction. (1) The miRNA is hsa-miR-891b with sequence UGCAACUUACCUGAGUCAUUGA. The protein sequence of the target gene is MGRRVPALRQLLVLAMLVLKQSQLHSPELSGSRCPEPCDCAPDGALRCPGPRAGLARLSLTYLPVKVIPSQAFRGLNEVVKIEISQSDSLERIEANAFDNLLNLSEILIQNTKNLLYIEPGAFTNLPRLKYLSICNTGIRTLPDVSKISSSEFNFILEICDNLYITTIPGNAFQGMNNESITLKLYGNGFEEVQSHAFNGTTLISLELKENIYLEKMHSGTFQGATGPSILDVSSTKLQALPSHGLESIQTLIATSSYSLKTLPSREKFTSLLVATLTYPSHCCAFRNLPKKEQNFSFSI.... Result: 0 (no interaction). (2) The miRNA is mmu-miR-759 with sequence GCAGAGUGCAAACAAUUUUGAC. The protein sequence of the target gene is MKLANWYWLSSAVLATYGFLVVANNETEEIKDERAKDVCPVRLESRGKCEEAGECPYQVSLPPLTIQLPKQFSRIEEVFKEVQNLKEIVNSLKKSCQDCKLQADDNGDPGRNGLLLPSTGAPGEVGDNRVRELESEVNKLSSELKNAKEEINVLHGRLEKLNLVNMNNIENYVDSKVANLTFVVNSLDGKCSKCPSQEQIQSRPVQHLIYKDCSDYYAIGKRSSETYRVTPDPKNSSFEVYCDMETMGGGWTVLQARLDGSTNFTRTWQDYKAGFGNLRREFWLGNDKIHLLTKSKEMIL.... Result: 0 (no interaction).